Dataset: Full USPTO retrosynthesis dataset with 1.9M reactions from patents (1976-2016). Task: Predict the reactants needed to synthesize the given product. Given the product [ClH:38].[ClH:38].[NH2:8][CH2:9][CH2:10][CH2:11][C@@H:12]([CH2:16][C:17]1[N:18]=[CH:19][N:20]2[C:29]3[C:24](=[CH:25][C:26]([CH:24]4[CH2:29][CH2:28][CH2:27][CH2:26][CH2:25]4)=[CH:27][CH:28]=3)[CH2:23][CH2:22][C:21]=12)[C:13]([OH:15])=[O:14], predict the reactants needed to synthesize it. The reactants are: C(OC([NH:8][CH2:9][CH2:10][CH2:11][C@@H:12]([CH2:16][C:17]1[N:18]=[CH:19][N:20]2[C:29]3[C:24](=[CH:25][C:26](CCC4CCCCC4)=[CH:27][CH:28]=3)[CH2:23][CH2:22][C:21]=12)[C:13]([OH:15])=[O:14])=O)(C)(C)C.[ClH:38].